Dataset: Forward reaction prediction with 1.9M reactions from USPTO patents (1976-2016). Task: Predict the product of the given reaction. (1) Given the reactants C([O:3][C:4]([C:6]1[CH:7]=[N:8][N:9]2[CH:14]=[C:13]([C:15]3[CH:20]=[CH:19][C:18]([O:21][CH3:22])=[CH:17][CH:16]=3)[CH:12]=[N:11][C:10]=12)=[O:5])C.[OH-].[Na+].Cl, predict the reaction product. The product is: [CH3:22][O:21][C:18]1[CH:17]=[CH:16][C:15]([C:13]2[CH:12]=[N:11][C:10]3[N:9]([N:8]=[CH:7][C:6]=3[C:4]([OH:5])=[O:3])[CH:14]=2)=[CH:20][CH:19]=1. (2) Given the reactants COC(C1C=C(O)C2C(=C(OCC3C=CC=CC=3)C=CC=2Br)N=1)=O.[CH3:25][O:26][C:27]([C:29]1[CH:38]=[C:37]([OH:39])[C:36]2[C:31](=[C:32]([O:42]CC3C=CC=CC=3)[C:33]([Cl:41])=[CH:34][C:35]=2[Cl:40])[N:30]=1)=[O:28], predict the reaction product. The product is: [CH3:25][O:26][C:27]([C:29]1[CH:38]=[C:37]([OH:39])[C:36]2[C:31](=[C:32]([OH:42])[C:33]([Cl:41])=[CH:34][C:35]=2[Cl:40])[N:30]=1)=[O:28].